Dataset: Full USPTO retrosynthesis dataset with 1.9M reactions from patents (1976-2016). Task: Predict the reactants needed to synthesize the given product. Given the product [C:1]([O:5][C:6]([N:8]1[CH2:15][CH:14]2[N:16]([C:17]([O:19][C:20]([CH3:23])([CH3:22])[CH3:21])=[O:18])[CH:10]([CH2:11][C:12]([C:39]3[S:40][CH:41]=[C:42]([CH2:44][CH2:45][CH2:46][O:47][C:50]4[CH:51]=[C:52]([C:55]([F:57])([F:58])[F:56])[CH:53]=[CH:54][C:49]=4[Cl:48])[N:43]=3)=[C:13]2[C:24](=[O:38])[N:25]([CH:35]2[CH2:36][CH2:37]2)[CH2:26][C:27]2[CH:32]=[CH:31][CH:30]=[C:29]([Cl:33])[C:28]=2[Cl:34])[CH2:9]1)=[O:7])([CH3:4])([CH3:2])[CH3:3], predict the reactants needed to synthesize it. The reactants are: [C:1]([O:5][C:6]([N:8]1[CH2:15][CH:14]2[N:16]([C:17]([O:19][C:20]([CH3:23])([CH3:22])[CH3:21])=[O:18])[CH:10]([CH2:11][C:12]([C:39]3[S:40][CH:41]=[C:42]([CH2:44][CH2:45][CH2:46][OH:47])[N:43]=3)=[C:13]2[C:24](=[O:38])[N:25]([CH:35]2[CH2:37][CH2:36]2)[CH2:26][C:27]2[CH:32]=[CH:31][CH:30]=[C:29]([Cl:33])[C:28]=2[Cl:34])[CH2:9]1)=[O:7])([CH3:4])([CH3:3])[CH3:2].[Cl:48][C:49]1[CH:54]=[CH:53][C:52]([C:55]([F:58])([F:57])[F:56])=[CH:51][C:50]=1O.